This data is from Full USPTO retrosynthesis dataset with 1.9M reactions from patents (1976-2016). The task is: Predict the reactants needed to synthesize the given product. (1) Given the product [Br:24][C:25]1[CH:30]=[CH:29][C:28]([C:31]2[O:33][C:40]([CH3:41])=[N:42][CH:32]=2)=[C:27]([F:34])[CH:26]=1, predict the reactants needed to synthesize it. The reactants are: IC1C=CC=C(CC([O-])=O)C=1CC([O-])=O.FC(F)(F)S(O)(=O)=O.[Br:24][C:25]1[CH:30]=[CH:29][C:28]([C:31](=[O:33])[CH3:32])=[C:27]([F:34])[CH:26]=1.C(=O)([O-])O.[Na+].[C:40](#[N:42])[CH3:41]. (2) The reactants are: [F:1][CH2:2][CH2:3][O:4][CH:5]1[C:10](OC)([O:11]C)[CH2:9][CH2:8][N:7]([C:15]([O:17][C:18]([CH3:21])([CH3:20])[CH3:19])=[O:16])[CH2:6]1.C(OC(OC(C)(C)C)=O)(OC(C)(C)C)=O. Given the product [F:1][CH2:2][CH2:3][O:4][CH:5]1[C:10](=[O:11])[CH2:9][CH2:8][N:7]([C:15]([O:17][C:18]([CH3:21])([CH3:20])[CH3:19])=[O:16])[CH2:6]1, predict the reactants needed to synthesize it. (3) Given the product [Cl:1][C:2]1[C:10]2[C:9](=[O:11])[NH:8][N:7]=[CH:6][C:5]=2[NH:4][C:3]=1[C:20]1[CH:25]=[CH:24][C:23]([O:26][CH3:27])=[C:22]([O:28][CH2:29][CH:30]2[CH2:32][CH2:31]2)[CH:21]=1, predict the reactants needed to synthesize it. The reactants are: [Cl:1][C:2]1[C:10]2[C:9](=[O:11])[NH:8][N:7]=[CH:6][C:5]=2[N:4](COCC[Si](C)(C)C)[C:3]=1[C:20]1[CH:25]=[CH:24][C:23]([O:26][CH3:27])=[C:22]([O:28][CH2:29][CH:30]2[CH2:32][CH2:31]2)[CH:21]=1.ClC1C2C(=O)NN=CC=2N(COCC[Si](C)(C)C)C=1C1C=CC(OC(F)F)=C(OC2CCC2)C=1. (4) The reactants are: [Br:1][C:2]1[CH:7]=[CH:6][C:5]([NH2:8])=[C:4]([NH2:9])[CH:3]=1.[N:10]#[C:11]Br. Given the product [Br:1][C:2]1[CH:7]=[CH:6][C:5]2[N:8]=[C:11]([NH2:10])[NH:9][C:4]=2[CH:3]=1, predict the reactants needed to synthesize it. (5) Given the product [C:1]([C:5]1[N:10]=[C:9]([O:11][CH2:12][CH3:13])[C:8]([C:14]2[N:15]([C:33]([N:41]3[CH2:42][CH2:43][CH:38]([N:37]([CH3:44])[CH3:36])[CH2:39][CH2:40]3)=[O:34])[C@H:16]([C:26]3[CH:31]=[CH:30][C:29]([Cl:32])=[CH:28][CH:27]=3)[C@H:17]([C:19]3[CH:24]=[CH:23][C:22]([Cl:25])=[CH:21][CH:20]=3)[N:18]=2)=[CH:7][N:6]=1)([CH3:4])([CH3:2])[CH3:3], predict the reactants needed to synthesize it. The reactants are: [C:1]([C:5]1[N:10]=[C:9]([O:11][CH2:12][CH3:13])[C:8]([C:14]2[N:15]([C:33](Cl)=[O:34])[CH:16]([C:26]3[CH:31]=[CH:30][C:29]([Cl:32])=[CH:28][CH:27]=3)[CH:17]([C:19]3[CH:24]=[CH:23][C:22]([Cl:25])=[CH:21][CH:20]=3)[N:18]=2)=[CH:7][N:6]=1)([CH3:4])([CH3:3])[CH3:2].[CH3:36][N:37]([CH3:44])[CH:38]1[CH2:43][CH2:42][NH:41][CH2:40][CH2:39]1. (6) Given the product [CH:37]1([C:43]2[CH:44]=[CH:45][C:46]([N:1]([C:14]([O:15][CH3:16])=[O:35])[C@H:2]([C@@H:3]([OH:4])[CH3:5])[C:6]([OH:8])=[O:7])=[CH:47][CH:48]=2)[CH2:38][CH2:39][CH2:40][CH2:41][CH2:42]1, predict the reactants needed to synthesize it. The reactants are: [NH2:1][C@@H:2]([C:6]([OH:8])=[O:7])[C@H:3]([CH3:5])[OH:4].C([O-])(O)=O.[Na+].[C:14](=O)([O-:35])[O:15][C:16]1C(C)=C(C2C=CC(C3CCCCC3)=CC=2)C=CN=1.[CH:37]1([C:43]2[CH:48]=[CH:47][C:46](C3C=CN(C([O-])=O)C(=O)C=3C)=[CH:45][CH:44]=2)[CH2:42][CH2:41][CH2:40][CH2:39][CH2:38]1. (7) Given the product [NH2:22][C:11]1[N:12]=[CH:13][C:14]([C:16]2[CH2:17][CH2:18][N:19]([S:33]([N:32]([CH3:37])[CH3:31])(=[O:35])=[O:34])[CH2:20][CH:21]=2)=[N:15][C:10]=1[C:8]1[NH:7][C:6]2[CH:23]=[C:2]([CH3:1])[CH:3]=[CH:4][C:5]=2[N:9]=1, predict the reactants needed to synthesize it. The reactants are: [CH3:1][C:2]1[CH:3]=[CH:4][C:5]2[N:9]=[C:8]([C:10]3[C:11]([NH2:22])=[N:12][CH:13]=[C:14]([C:16]4[CH2:17][CH2:18][NH:19][CH2:20][CH:21]=4)[N:15]=3)[NH:7][C:6]=2[CH:23]=1.C(N(CC)CC)C.[CH3:31][N:32]([CH3:37])[S:33](Cl)(=[O:35])=[O:34]. (8) Given the product [NH2:19][C:14](=[O:15])[C@@H:13]([OH:18])[CH2:12][NH:11][C:6]1[N:7]=[C:8]([Cl:10])[N:9]=[C:4]([C:1]([NH2:2])=[O:3])[CH:5]=1, predict the reactants needed to synthesize it. The reactants are: [C:1]([C:4]1[N:9]=[C:8]([Cl:10])[N:7]=[C:6]([NH:11][CH2:12][C@H:13]([OH:18])[C:14](OC)=[O:15])[CH:5]=1)(=[O:3])[NH2:2].[NH3:19].CO. (9) Given the product [C:36]([C:2]1[CH:3]=[N:4][C:5]2[C:10]([N:11]=1)=[CH:9][C:8]([C:12]([C:14]1[C:15]([F:35])=[C:16]([NH:22][S:23]([CH2:26][CH2:27][CH3:28])(=[O:24])=[O:25])[CH:17]=[C:18]([F:21])[C:19]=1[F:20])=[O:13])=[CH:7][CH:6]=2)#[N:37], predict the reactants needed to synthesize it. The reactants are: Cl[C:2]1[CH:3]=[N:4][C:5]2[C:10]([N:11]=1)=[CH:9][C:8]([C:12]([C:14]1[C:15]([F:35])=[C:16]([N:22](S(CCC)(=O)=O)[S:23]([CH2:26][CH2:27][CH3:28])(=[O:25])=[O:24])[CH:17]=[C:18]([F:21])[C:19]=1[F:20])=[O:13])=[CH:7][CH:6]=2.[C-:36]#[N:37].[Na+].